From a dataset of Caco-2 cell permeability data measuring drug intestinal absorption for ~900 compounds. Regression/Classification. Given a drug SMILES string, predict its absorption, distribution, metabolism, or excretion properties. Task type varies by dataset: regression for continuous measurements (e.g., permeability, clearance, half-life) or binary classification for categorical outcomes (e.g., BBB penetration, CYP inhibition). For this dataset (caco2_wang), we predict Y. The drug is O=c1cc(-c2ccc(O)cc2)oc2cc(O[C@@H]3O[C@H](CO)[C@@H](O)[C@H](O)[C@H]3O[C@@H]3OC[C@](O)(CO)[C@H]3O)cc(O)c12. The Y is -7.12 log Papp (cm/s).